This data is from Catalyst prediction with 721,799 reactions and 888 catalyst types from USPTO. The task is: Predict which catalyst facilitates the given reaction. (1) Reactant: Cl[C:2]([O:4][C:5]1[CH:10]=[CH:9][CH:8]=[CH:7][CH:6]=1)=[O:3].[C:11]([C:13]1[CH:14]=[C:15]2[C:19](=[CH:20][CH:21]=1)[NH:18][C:17](=[O:22])[C:16]2([OH:32])[C:23]1[C:24]([O:29][CH2:30][CH3:31])=[N:25][CH:26]=[CH:27][CH:28]=1)#[N:12].ClCCl.[CH3:36][OH:37]. Product: [C:11]([C:13]1[CH:14]=[C:15]2[C:19](=[CH:20][CH:21]=1)[N:18]([C:2]([O:4][C:5]1[CH:10]=[CH:9][CH:8]=[CH:7][CH:6]=1)=[O:3])[C:17](=[O:22])[C:16]2([C:23]1[C:24]([O:29][CH2:30][CH3:31])=[N:25][CH:26]=[CH:27][CH:28]=1)[O:32][C:36]([O:4][C:5]1[CH:10]=[CH:9][CH:8]=[CH:7][CH:6]=1)=[O:37])#[N:12]. The catalyst class is: 17. (2) Reactant: [OH:1][C:2]1([CH2:8][N:9]([CH3:20])[C:10]2[CH:19]=[CH:18][C:13]([C:14]([O:16][CH3:17])=[O:15])=[CH:12][CH:11]=2)[CH2:7][CH2:6][NH:5][CH2:4][CH2:3]1.[C:21]([C:23]1[CH:28]=[CH:27][C:26]([CH2:29][CH2:30][C:31](O)=[O:32])=[CH:25][CH:24]=1)#[N:22].Cl.C(N=C=NCCCN(C)C)C.Cl. The catalyst class is: 4. Product: [C:21]([C:23]1[CH:28]=[CH:27][C:26]([CH2:29][CH2:30][C:31]([N:5]2[CH2:6][CH2:7][C:2]([CH2:8][N:9]([CH3:20])[C:10]3[CH:19]=[CH:18][C:13]([C:14]([O:16][CH3:17])=[O:15])=[CH:12][CH:11]=3)([OH:1])[CH2:3][CH2:4]2)=[O:32])=[CH:25][CH:24]=1)#[N:22].